From a dataset of Reaction yield outcomes from USPTO patents with 853,638 reactions. Predict the reaction yield, written as a fraction of the theoretical maximum amount of product (1.0 means a 100% yield; for example, 0.34 means a 34% yield). (1) The reactants are C([O:9][C@@H:10]1[C@@H:14]([O:15]C(=O)C2C=CC=CC=2)[C@@H:13]([C:24]([NH:26][CH2:27][CH3:28])=[O:25])[O:12][C@H:11]1[N:29]1[CH:37]=[N:36][C:35]2[C:30]1=[N:31][C:32]([C:53]([O:55][CH3:56])=[O:54])=[N:33][C:34]=2[NH:38][CH2:39][CH:40]([C:47]1[CH:52]=[CH:51][CH:50]=[CH:49][CH:48]=1)[C:41]1[CH:46]=[CH:45][CH:44]=[CH:43][CH:42]=1)(=O)C1C=CC=CC=1.C(=O)([O-])[O-].[Na+].[Na+]. The catalyst is CO. The product is [C:47]1([CH:40]([C:41]2[CH:42]=[CH:43][CH:44]=[CH:45][CH:46]=2)[CH2:39][NH:38][C:34]2[N:33]=[C:32]([C:53]([O:55][CH3:56])=[O:54])[N:31]=[C:30]3[C:35]=2[N:36]=[CH:37][N:29]3[C@H:11]2[C@H:10]([OH:9])[C@H:14]([OH:15])[C@@H:13]([C:24]([NH:26][CH2:27][CH3:28])=[O:25])[O:12]2)[CH:48]=[CH:49][CH:50]=[CH:51][CH:52]=1. The yield is 0.980. (2) The reactants are [Cl:1][C:2]1[C:7](=[O:8])[N:6]([C:9]2[CH:10]=[C:11]([CH:18]=[CH:19][C:20]=2[CH3:21])[C:12]([NH:14][CH2:15][CH2:16][OH:17])=[O:13])[C:5]([CH3:22])=[N:4][C:3]=1[O:23][CH2:24][C:25]1[CH:30]=[CH:29][C:28]([F:31])=[CH:27][C:26]=1[F:32].Cl.[CH3:34][NH:35]C(=O)CN.CN1CCOCC1. No catalyst specified. The product is [Cl:1][C:2]1[C:7](=[O:8])[N:6]([C:9]2[CH:10]=[C:11]([CH:18]=[CH:19][C:20]=2[CH3:21])[C:12]([NH:14][CH2:15][C:16]([NH:35][CH3:34])=[O:17])=[O:13])[C:5]([CH3:22])=[N:4][C:3]=1[O:23][CH2:24][C:25]1[CH:30]=[CH:29][C:28]([F:31])=[CH:27][C:26]=1[F:32]. The yield is 0.330. (3) The reactants are O[CH2:2][C:3]1[C:8]([O:9][CH2:10][CH:11]2[CH2:16][CH2:15][N:14]([C:17]([O:19][CH:20]([CH3:22])[CH3:21])=[O:18])[CH2:13][CH2:12]2)=[CH:7][CH:6]=[C:5]([C:23]2[CH:28]=[CH:27][C:26]([S:29]([CH3:32])(=[O:31])=[O:30])=[CH:25][CH:24]=2)[N:4]=1.CCN(S(F)(F)[F:39])CC.C([O-])(O)=O.[Na+]. The catalyst is C(Cl)Cl. The product is [F:39][CH2:2][C:3]1[C:8]([O:9][CH2:10][CH:11]2[CH2:16][CH2:15][N:14]([C:17]([O:19][CH:20]([CH3:22])[CH3:21])=[O:18])[CH2:13][CH2:12]2)=[CH:7][CH:6]=[C:5]([C:23]2[CH:28]=[CH:27][C:26]([S:29]([CH3:32])(=[O:31])=[O:30])=[CH:25][CH:24]=2)[N:4]=1. The yield is 0.660. (4) The catalyst is CN(C)C=O.O1CCCC1.C(OCC)(=O)C. The product is [CH:19]1([C:17]([NH:16][C:14]2[N:15]=[C:10]3[CH:9]=[CH:8][C:7]([O:6][C:5]4[CH:22]=[CH:23][C:2]([NH:1][C:38]([C:34]5[C:33](=[O:41])[N:32]([C:29]6[CH:30]=[CH:31][C:26]([F:25])=[CH:27][C:28]=6[CH3:42])[CH:37]=[CH:36][CH:35]=5)=[O:39])=[CH:3][C:4]=4[F:24])=[CH:12][N:11]3[CH:13]=2)=[O:18])[CH2:21][CH2:20]1. The yield is 0.820. The reactants are [NH2:1][C:2]1[CH:23]=[CH:22][C:5]([O:6][C:7]2[CH:8]=[CH:9][C:10]3[N:11]([CH:13]=[C:14]([NH:16][C:17]([CH:19]4[CH2:21][CH2:20]4)=[O:18])[N:15]=3)[CH:12]=2)=[C:4]([F:24])[CH:3]=1.[F:25][C:26]1[CH:31]=[CH:30][C:29]([N:32]2[CH:37]=[CH:36][CH:35]=[C:34]([C:38](O)=[O:39])[C:33]2=[O:41])=[C:28]([CH3:42])[CH:27]=1.C(N(CC)C(C)C)(C)C.CN(C(ON1N=NC2C=CC=NC1=2)=[N+](C)C)C.F[P-](F)(F)(F)(F)F.C(=O)([O-])O.[Na+]. (5) The yield is 0.500. The catalyst is O1CCCC1. The reactants are S(Cl)(Cl)=O.[F:5][C:6]1[CH:11]=[CH:10][C:9]([C:12]2[C:20]3[C:19]([O:21][CH2:22][CH2:23][CH2:24][O:25][C:26]4[CH:27]=[C:28]([CH:32]=[CH:33][CH:34]=4)[C:29]([OH:31])=O)=[N:18][CH:17]=[N:16][C:15]=3[S:14][CH:13]=2)=[CH:8][CH:7]=1.[NH2:35][NH2:36]. The product is [F:5][C:6]1[CH:7]=[CH:8][C:9]([C:12]2[C:20]3[C:19]([O:21][CH2:22][CH2:23][CH2:24][O:25][C:26]4[CH:27]=[C:28]([CH:32]=[CH:33][CH:34]=4)[C:29]([NH:35][NH2:36])=[O:31])=[N:18][CH:17]=[N:16][C:15]=3[S:14][CH:13]=2)=[CH:10][CH:11]=1. (6) The reactants are [Cl:1][C:2]1[C:3]([F:13])=[C:4]([I:12])[C:5]([OH:11])=[C:6]([C:8](=[O:10])[CH3:9])[CH:7]=1.CI.[C:16](=O)([O-])[O-].[K+].[K+]. The catalyst is CN(C)C=O.CCOCC. The product is [Cl:1][C:2]1[C:3]([F:13])=[C:4]([I:12])[C:5]([O:11][CH3:16])=[C:6]([C:8](=[O:10])[CH3:9])[CH:7]=1. The yield is 0.700. (7) The reactants are Cl.[NH2:2][CH:3]([C:8]1[CH:13]=[CH:12][CH:11]=[CH:10][CH:9]=1)[C:4]([O:6][CH3:7])=[O:5].F[C:15]1[CH:24]=[CH:23][C:18]([C:19]([O:21][CH3:22])=[O:20])=[CH:17][C:16]=1[N+:25]([O-:27])=[O:26].CCN(C(C)C)C(C)C. The catalyst is CN(C=O)C. The product is [CH3:7][O:6][C:4](=[O:5])[CH:3]([NH:2][C:15]1[CH:24]=[CH:23][C:18]([C:19]([O:21][CH3:22])=[O:20])=[CH:17][C:16]=1[N+:25]([O-:27])=[O:26])[C:8]1[CH:13]=[CH:12][CH:11]=[CH:10][CH:9]=1. The yield is 0.900. (8) The reactants are [CH3:1][NH:2][CH2:3][CH2:4][CH2:5][CH2:6][C:7]([OH:9])=[O:8].[CH3:10]O.[ClH:12]. No catalyst specified. The product is [ClH:12].[CH3:1][NH:2][CH2:3][CH2:4][CH2:5][CH2:6][C:7]([O:9][CH3:10])=[O:8]. The yield is 1.00. (9) The reactants are [Cl:1][C:2]1[CH:31]=[C:30]([OH:32])[CH:29]=[CH:28][C:3]=1[CH2:4][N:5]([C:18]1[CH:23]=[CH:22][C:21]([CH2:24][CH2:25][CH:26]=[O:27])=[CH:20][CH:19]=1)[S:6]([C:9]1[C:14]([CH3:15])=[CH:13][C:12]([CH3:16])=[CH:11][C:10]=1[CH3:17])(=[O:8])=[O:7].[BH4-].[Na+].C(=O)(O)[O-].[Na+]. The catalyst is CO.C(Cl)Cl. The product is [Cl:1][C:2]1[CH:31]=[C:30]([OH:32])[CH:29]=[CH:28][C:3]=1[CH2:4][N:5]([C:18]1[CH:23]=[CH:22][C:21]([CH2:24][CH2:25][CH2:26][OH:27])=[CH:20][CH:19]=1)[S:6]([C:9]1[C:14]([CH3:15])=[CH:13][C:12]([CH3:16])=[CH:11][C:10]=1[CH3:17])(=[O:8])=[O:7]. The yield is 0.400.